The task is: Predict which catalyst facilitates the given reaction.. This data is from Catalyst prediction with 721,799 reactions and 888 catalyst types from USPTO. (1) Reactant: [CH3:1][N:2]1[C:11]2[C:6](=[CH:7][CH:8]=[CH:9][CH:10]=2)[CH2:5][CH:4]([C:12](OCC)=[O:13])[C:3]1=O.[BH4-].[Li+]. Product: [OH:13][CH2:12][CH:4]1[CH2:5][C:6]2[C:11](=[CH:10][CH:9]=[CH:8][CH:7]=2)[N:2]([CH3:1])[CH2:3]1. The catalyst class is: 1. (2) Reactant: Br[C:2]1[CH:7]=[CH:6][CH:5]=[CH:4][C:3]=1[O:8][CH3:9].[Li]CCCC.CCCCCC.C1(OC)C=CC=CC=1.[N:29]1([C:34]2[CH:38]=[CH:37][NH:36][C:35]=2[C:39](OCC)=[O:40])[CH:33]=[CH:32][CH:31]=[CH:30]1.[NH4+].[Cl-]. Product: [N:29]1([C:34]2[CH:38]=[CH:37][NH:36][C:35]=2[C:39]([C:2]2[CH:7]=[CH:6][CH:5]=[CH:4][C:3]=2[O:8][CH3:9])=[O:40])[CH:30]=[CH:31][CH:32]=[CH:33]1. The catalyst class is: 1. (3) Reactant: [Si]([O:8][C:9]1[CH:14]=[C:13]([CH3:15])[C:12]([C:16]2[CH:24]=[CH:23][C:22]([F:25])=[C:21]3[C:17]=2[CH2:18][CH2:19][C@H:20]3[O:26][C:27]2[CH:40]=[CH:39][C:30]3[C@H:31]([CH2:34][C:35]([O:37][CH3:38])=[O:36])[CH2:32][O:33][C:29]=3[CH:28]=2)=[C:11]([CH3:41])[CH:10]=1)(C(C)(C)C)(C)C.[F-].C([N+](CCCC)(CCCC)CCCC)CCC. The catalyst class is: 305. Product: [F:25][C:22]1[CH:23]=[CH:24][C:16]([C:12]2[C:13]([CH3:15])=[CH:14][C:9]([OH:8])=[CH:10][C:11]=2[CH3:41])=[C:17]2[C:21]=1[C@H:20]([O:26][C:27]1[CH:40]=[CH:39][C:30]3[C@H:31]([CH2:34][C:35]([O:37][CH3:38])=[O:36])[CH2:32][O:33][C:29]=3[CH:28]=1)[CH2:19][CH2:18]2. (4) The catalyst class is: 44. Reactant: CC(C)([O-])C.[K+].[F:7][C:8]1[C:20]([F:21])=[C:19]([F:22])[CH:18]=[CH:17][C:9]=1[NH:10][C@H:11]([CH3:16])[C:12]([O:14]C)=[O:13].[OH-].[Na+].Cl. Product: [F:7][C:8]1[C:20]([F:21])=[C:19]([F:22])[CH:18]=[CH:17][C:9]=1[NH:10][CH:11]([CH3:16])[C:12]([OH:14])=[O:13]. (5) Reactant: [CH3:1][O:2][C:3]1[C:8]2[N:9]=[C:10]([NH2:12])[S:11][C:7]=2[C:6]([CH:13]2[CH2:18][CH2:17][O:16][CH2:15][CH2:14]2)=[CH:5][CH:4]=1.C(N(C(C)C)C(C)C)C.[Cl:28][CH2:29][C:30]1[CH:38]=[CH:37][C:33]([C:34](Cl)=[O:35])=[CH:32][CH:31]=1. The catalyst class is: 266. Product: [Cl:28][CH2:29][C:30]1[CH:38]=[CH:37][C:33]([C:34]([NH:12][C:10]2[S:11][C:7]3[C:6]([CH:13]4[CH2:18][CH2:17][O:16][CH2:15][CH2:14]4)=[CH:5][CH:4]=[C:3]([O:2][CH3:1])[C:8]=3[N:9]=2)=[O:35])=[CH:32][CH:31]=1. (6) Reactant: [O:1]1[CH:5]=[CH:4][C:3]2[CH:6]=[CH:7][CH:8]=[CH:9][C:2]1=2.C([Li])(C)(C)C.CCCCC.[CH2:20]([C:27]1([N:34]([CH3:36])[CH3:35])[CH2:32][CH2:31][C:30](=[O:33])[CH2:29][CH2:28]1)[C:21]1[CH:26]=[CH:25][CH:24]=[CH:23][CH:22]=1. The catalyst class is: 1. Product: [O:1]1[C:2]2[CH:9]=[CH:8][CH:7]=[CH:6][C:3]=2[CH:4]=[C:5]1[C:30]1([OH:33])[CH2:31][CH2:32][C:27]([CH2:20][C:21]2[CH:22]=[CH:23][CH:24]=[CH:25][CH:26]=2)([N:34]([CH3:36])[CH3:35])[CH2:28][CH2:29]1.